From a dataset of Peptide-MHC class I binding affinity with 185,985 pairs from IEDB/IMGT. Regression. Given a peptide amino acid sequence and an MHC pseudo amino acid sequence, predict their binding affinity value. This is MHC class I binding data. (1) The peptide sequence is MTTIGVVLL. The MHC is HLA-A68:02 with pseudo-sequence HLA-A68:02. The binding affinity (normalized) is 0.781. (2) The peptide sequence is HEGDIVPLF. The MHC is HLA-A30:01 with pseudo-sequence HLA-A30:01. The binding affinity (normalized) is 0.0847. (3) The peptide sequence is CRAPRKKGC. The MHC is HLA-B45:01 with pseudo-sequence HLA-B45:01. The binding affinity (normalized) is 0. (4) The peptide sequence is LLLMRTTWA. The MHC is HLA-B08:01 with pseudo-sequence HLA-B08:01. The binding affinity (normalized) is 0.730. (5) The peptide sequence is KEKGPIFRD. The MHC is HLA-A02:01 with pseudo-sequence HLA-A02:01. The binding affinity (normalized) is 0.0847. (6) The peptide sequence is GTDSGFAAY. The MHC is HLA-A02:01 with pseudo-sequence HLA-A02:01. The binding affinity (normalized) is 0.0847. (7) The peptide sequence is WFLYVSQQI. The MHC is HLA-B51:01 with pseudo-sequence HLA-B51:01. The binding affinity (normalized) is 0.0847.